This data is from Full USPTO retrosynthesis dataset with 1.9M reactions from patents (1976-2016). The task is: Predict the reactants needed to synthesize the given product. (1) Given the product [Br:1][C:2]1[CH:7]=[CH:6][C:5]([O:8][CH2:15][CH:17]2[CH2:18][O:19]2)=[CH:4][CH:3]=1, predict the reactants needed to synthesize it. The reactants are: [Br:1][C:2]1[CH:7]=[CH:6][C:5]([OH:8])=[CH:4][CH:3]=1.C(=O)([O-])[O-].[K+].[K+].[CH2:15]([CH:17]1[O:19][CH2:18]1)Cl. (2) Given the product [Si:7]([O-:14])([O-:2])([O-:11])[O-:8].[Al+3:17].[Si:7]([O-:14])([O-:2])([O-:11])[O-:8].[Si:7]([O-:14])([O-:2])([O-:11])[O-:8].[Al+3:17].[Al+3:17].[Al+3:17], predict the reactants needed to synthesize it. The reactants are: [Si]=[O:2].NCCC[Si:7]([O:14]CC)([O:11]CC)[O:8]CC.[Al+3:17].[Cl-].[Cl-].[Cl-]. (3) Given the product [CH2:28]([C:9]1[CH:8]=[C:7]([CH:12]=[CH:11][C:10]=1[O:13][CH2:14][CH2:15][C:16]1[N:17]=[C:18]([C:22]2[CH:23]=[CH:24][CH:25]=[CH:26][CH:27]=2)[O:19][C:20]=1[CH3:21])[O:6][CH2:5][C:4]([OH:30])=[O:3])[CH3:29], predict the reactants needed to synthesize it. The reactants are: C([O:3][C:4](=[O:30])[CH2:5][O:6][C:7]1[CH:12]=[CH:11][C:10]([O:13][CH2:14][CH2:15][C:16]2[N:17]=[C:18]([C:22]3[CH:27]=[CH:26][CH:25]=[CH:24][CH:23]=3)[O:19][C:20]=2[CH3:21])=[C:9]([CH2:28][CH3:29])[CH:8]=1)C.[OH-].[Na+].